This data is from TCR-epitope binding with 47,182 pairs between 192 epitopes and 23,139 TCRs. The task is: Binary Classification. Given a T-cell receptor sequence (or CDR3 region) and an epitope sequence, predict whether binding occurs between them. (1) The epitope is SEVGPEHSLAEY. The TCR CDR3 sequence is CASSLTVAGDTEAFF. Result: 0 (the TCR does not bind to the epitope). (2) The epitope is ATDALMTGY. The TCR CDR3 sequence is CASRTPGHLYEQYF. Result: 1 (the TCR binds to the epitope). (3) The epitope is KLFIRQEEV. The TCR CDR3 sequence is CASSQERGGPDTQYF. Result: 1 (the TCR binds to the epitope). (4) The epitope is KEIDRLNEV. The TCR CDR3 sequence is CSARGQAITEKPFF. Result: 0 (the TCR does not bind to the epitope). (5) The epitope is MPASWVMRI. The TCR CDR3 sequence is CASSAERQGAGANVLTF. Result: 1 (the TCR binds to the epitope). (6) The epitope is YFPLQSYGF. The TCR CDR3 sequence is CASRPDRGHTQYF. Result: 0 (the TCR does not bind to the epitope).